The task is: Predict the product of the given reaction.. This data is from Forward reaction prediction with 1.9M reactions from USPTO patents (1976-2016). Given the reactants [Cl:1][C:2]1[CH:3]=[C:4]([N:9]([CH2:16][C:17]2[CH:22]=[CH:21][CH:20]=[C:19]([O:23][CH3:24])[CH:18]=2)[C@H:10]([C:12]([O:14]C)=[O:13])[CH3:11])[CH:5]=[CH:6][C:7]=1[F:8].C1COCC1.CO.O[Li:33].O, predict the reaction product. The product is: [Li+:33].[Cl:1][C:2]1[CH:3]=[C:4]([N:9]([CH2:16][C:17]2[CH:22]=[CH:21][CH:20]=[C:19]([O:23][CH3:24])[CH:18]=2)[C@H:10]([C:12]([O-:14])=[O:13])[CH3:11])[CH:5]=[CH:6][C:7]=1[F:8].